From a dataset of Full USPTO retrosynthesis dataset with 1.9M reactions from patents (1976-2016). Predict the reactants needed to synthesize the given product. (1) Given the product [CH3:1][C:2]1[CH:3]=[C:4]2[C:8](=[CH:9][CH:10]=1)[C:7](=[O:11])[NH:6][CH2:5]2, predict the reactants needed to synthesize it. The reactants are: [CH3:1][C:2]1[CH:3]=[C:4]2[C:8](=[CH:9][CH:10]=1)[C:7](=[O:11])[NH:6][C:5]2=O.[Sn]. (2) Given the product [O:14]1[CH2:15][CH2:16][N:11]([C:10]2[C:5]3[N:6]([C:2]([C:37]4[CH:38]=[CH:39][C:40]([N:43]5[CH:47]=[N:46][C:45](=[O:48])[N:44]5[CH2:49][O:50][CH2:51][CH2:52][Si:53]([CH3:56])([CH3:55])[CH3:54])=[CH:41][CH:42]=4)=[C:3]([CH2:17][CH2:18][C:19]4[CH:28]=[CH:27][C:26]5[C:21](=[CH:22][CH:23]=[CH:24][CH:25]=5)[N:20]=4)[N:4]=3)[N:7]=[CH:8][CH:9]=2)[CH2:12][CH2:13]1, predict the reactants needed to synthesize it. The reactants are: Br[C:2]1[N:6]2[N:7]=[CH:8][CH:9]=[C:10]([N:11]3[CH2:16][CH2:15][O:14][CH2:13][CH2:12]3)[C:5]2=[N:4][C:3]=1[CH2:17][CH2:18][C:19]1[CH:28]=[CH:27][C:26]2[C:21](=[CH:22][CH:23]=[CH:24][CH:25]=2)[N:20]=1.CC1(C)C(C)(C)OB([C:37]2[CH:42]=[CH:41][C:40]([N:43]3[CH:47]=[N:46][C:45](=[O:48])[N:44]3[CH2:49][O:50][CH2:51][CH2:52][Si:53]([CH3:56])([CH3:55])[CH3:54])=[CH:39][CH:38]=2)O1.